From a dataset of Forward reaction prediction with 1.9M reactions from USPTO patents (1976-2016). Predict the product of the given reaction. (1) Given the reactants C(Cl)(Cl)Cl.[CH2:5]([O:12][C:13]1[CH:22]=[CH:21][C:20]2[N+:19]([O-])=[CH:18][C:17]3[N:24]=[C:25]([CH2:28][CH3:29])[N:26]([CH3:27])[C:16]=3[C:15]=2[CH:14]=1)[C:6]1[CH:11]=[CH:10][CH:9]=[CH:8][CH:7]=1.ClC(Cl)(Cl)C([N:34]=C=O)=O.C[O-].[Na+], predict the reaction product. The product is: [CH2:5]([O:12][C:13]1[CH:22]=[CH:21][C:20]2[N:19]=[C:18]([NH2:34])[C:17]3[N:24]=[C:25]([CH2:28][CH3:29])[N:26]([CH3:27])[C:16]=3[C:15]=2[CH:14]=1)[C:6]1[CH:11]=[CH:10][CH:9]=[CH:8][CH:7]=1. (2) Given the reactants C(N(CC)CC)C.O.N1(O)C2C=CC=CC=2N=N1.[NH2:19][C:20]1[C:21]([C:26]([NH2:28])=[O:27])=[N:22][N:23]([CH3:25])[CH:24]=1.[Br:29][C:30]1[N:35]=[C:34]([C:36](O)=[O:37])[CH:33]=[CH:32][CH:31]=1.Cl.C(N=C=NCCCN(C)C)C, predict the reaction product. The product is: [Br:29][C:30]1[N:35]=[C:34]([C:36]([NH:19][C:20]2[C:21]([C:26](=[O:27])[NH2:28])=[N:22][N:23]([CH3:25])[CH:24]=2)=[O:37])[CH:33]=[CH:32][CH:31]=1.